This data is from Reaction yield outcomes from USPTO patents with 853,638 reactions. The task is: Predict the reaction yield, written as a fraction of the theoretical maximum amount of product (1.0 means a 100% yield; for example, 0.34 means a 34% yield). (1) The reactants are [CH3:1][O:2][C:3](=[O:25])[CH:4]([N:16]1[CH2:21][CH2:20][NH:19][CH:18]([CH2:22][O:23][CH3:24])[CH2:17]1)[CH2:5][C:6]1[CH:15]=[CH:14][C:13]2[C:8](=[CH:9][CH:10]=[CH:11][CH:12]=2)[CH:7]=1.[C:26]([NH:33][C@H:34]([C:43](O)=[O:44])[CH2:35][C:36]1[CH:41]=[CH:40][C:39]([F:42])=[CH:38][CH:37]=1)([O:28][C:29]([CH3:32])([CH3:31])[CH3:30])=[O:27].F[P-](F)(F)(F)(F)F.N1(OC(N(C)C)=[N+](C)C)C2N=CC=CC=2N=N1.CN1CCOCC1. The catalyst is CN(C=O)C.O.CCOC(C)=O. The product is [CH3:1][O:2][C:3](=[O:25])[CH:4]([N:16]1[CH2:21][CH2:20][N:19]([C:43](=[O:44])[CH:34]([NH:33][C:26]([O:28][C:29]([CH3:31])([CH3:30])[CH3:32])=[O:27])[CH2:35][C:36]2[CH:37]=[CH:38][C:39]([F:42])=[CH:40][CH:41]=2)[CH:18]([CH2:22][O:23][CH3:24])[CH2:17]1)[CH2:5][C:6]1[CH:15]=[CH:14][C:13]2[C:8](=[CH:9][CH:10]=[CH:11][CH:12]=2)[CH:7]=1. The yield is 0.920. (2) The reactants are [NH2:1][CH:2]1[CH2:11][CH2:10][C:9]2[CH:8]=[C:7]([C:12]#[N:13])[CH:6]=[CH:5][C:4]=2[CH2:3]1.[CH3:14][C:15]([O:18][C:19](O[C:19]([O:18][C:15]([CH3:17])([CH3:16])[CH3:14])=[O:20])=[O:20])([CH3:17])[CH3:16]. The catalyst is C(Cl)Cl. The product is [C:12]([C:7]1[CH:8]=[C:9]2[C:4](=[CH:5][CH:6]=1)[CH2:3][CH:2]([NH:1][C:19](=[O:20])[O:18][C:15]([CH3:17])([CH3:16])[CH3:14])[CH2:11][CH2:10]2)#[N:13]. The yield is 0.720.